Task: Regression/Classification. Given a drug SMILES string, predict its toxicity properties. Task type varies by dataset: regression for continuous values (e.g., LD50, hERG inhibition percentage) or binary classification for toxic/non-toxic outcomes (e.g., AMES mutagenicity, cardiotoxicity, hepatotoxicity). Dataset: herg_karim.. Dataset: hERG potassium channel inhibition data for cardiac toxicity prediction from Karim et al. (1) The result is 0 (non-blocker). The molecule is CC(C)(O)c1cnc2n1C[C@H](c1cccc(F)c1F)CC[C@H]2NC(=O)N1CCC2(CC1)OC(=O)Nc1ncccc12. (2) The compound is O=C(NC[C@@H](O)CN1CCC(Oc2ccc(Cl)c(Cl)c2)CC1)c1c[nH]c(=O)c2ccccc12. The result is 1 (blocker). (3) The drug is CN(C)c1ccc(-c2cccc3nc(-c4cncnc4)nc(NCc4ccccn4)c23)cc1. The result is 0 (non-blocker). (4) The drug is COc1ccc2ncc(F)c(C[C@H](O)[C@]34CC[C@](NCc5nc6c(cc5F)OCC(=O)N6)(CC3)CO4)c2n1. The result is 1 (blocker). (5) The molecule is O=C(O)c1ccc(Sc2ccc(CN3CCC(N4C(=O)N(C5CCOCC5)C[C@H]4c4ccccc4)CC3)cn2)cc1. The result is 0 (non-blocker). (6) The drug is Cn1cnc2c(F)c(Nc3ccc(Br)cc3F)c(C(=O)NOCCO)cc21. The result is 0 (non-blocker). (7) The result is 0 (non-blocker). The drug is N#Cc1ccc(Nc2nn([C@H]3COCC[C@@H]3C#N)cc2C(N)=O)cc1. (8) The compound is CNC(=O)C(c1ccccc1)(c1ccccc1)c1ccccc1. The result is 1 (blocker).